Predict the product of the given reaction. From a dataset of Forward reaction prediction with 1.9M reactions from USPTO patents (1976-2016). (1) Given the reactants [Br:1][C:2]1[CH:7]=[CH:6][C:5]([N:8]2[CH2:13][CH2:12][CH:11]([OH:14])[CH2:10][CH2:9]2)=[CH:4][CH:3]=1.[H-].[Na+].[CH3:17][N:18]([CH3:22])[C:19](Cl)=[O:20], predict the reaction product. The product is: [CH3:17][N:18]([CH3:22])[C:19](=[O:20])[O:14][CH:11]1[CH2:10][CH2:9][N:8]([C:5]2[CH:6]=[CH:7][C:2]([Br:1])=[CH:3][CH:4]=2)[CH2:13][CH2:12]1. (2) The product is: [NH2:5][C:4]1[N:17]([CH2:10][C:11]2[CH:16]=[CH:15][CH:14]=[CH:13][CH:12]=2)[N:18]=[N:19][C:6]=1[C:7]([NH2:9])=[O:8]. Given the reactants [OH-].[Na+].O.[C:4]([CH2:6][C:7]([NH2:9])=[O:8])#[N:5].[CH2:10]([N:17]=[N+:18]=[N-:19])[C:11]1[CH:16]=[CH:15][CH:14]=[CH:13][CH:12]=1, predict the reaction product. (3) The product is: [CH3:28][C:19]1[CH:20]=[C:21]([C:24]([F:27])([F:26])[F:25])[CH:22]=[CH:23][C:18]=1[C@H:10]1[CH2:9][C@@H:8]([C:6]2[O:7][NH:32][C:4](=[O:3])[CH:5]=2)[CH2:13][CH2:12][N:11]1[C:14]([O:16][CH3:17])=[O:15]. Given the reactants C([O:3][C:4](=O)[CH2:5][C:6]([C@H:8]1[CH2:13][CH2:12][N:11]([C:14]([O:16][CH3:17])=[O:15])[C@@H:10]([C:18]2[CH:23]=[CH:22][C:21]([C:24]([F:27])([F:26])[F:25])=[CH:20][C:19]=2[CH3:28])[CH2:9]1)=[O:7])C.[OH-].[Na+].[NH2:32]O.Cl, predict the reaction product. (4) Given the reactants [F:1][C:2]1[CH:15]=[CH:14][C:5]([CH2:6][C:7]2[O:11][C:10]([CH:12]=O)=[CH:9][CH:8]=2)=[CH:4][CH:3]=1.[N+:16]([CH3:19])([O-:18])=[O:17].C([O-])(=O)C.[NH4+], predict the reaction product. The product is: [F:1][C:2]1[CH:15]=[CH:14][C:5]([CH2:6][C:7]2[O:11][C:10](/[CH:12]=[CH:19]/[N+:16]([O-:18])=[O:17])=[CH:9][CH:8]=2)=[CH:4][CH:3]=1. (5) Given the reactants [Cl:1][C:2]1[N:7]=[CH:6][C:5]([O:8][C:9]2[CH:10]=[C:11]([NH:15]C(=O)C)[CH:12]=[CH:13][CH:14]=2)=[CH:4][C:3]=1[F:19].Cl.[OH-].[Na+], predict the reaction product. The product is: [Cl:1][C:2]1[N:7]=[CH:6][C:5]([O:8][C:9]2[CH:10]=[C:11]([NH2:15])[CH:12]=[CH:13][CH:14]=2)=[CH:4][C:3]=1[F:19]. (6) Given the reactants [C:1]([N:4]1[CH2:8][CH2:7][C:6]2([C:16]3[C:11](=[CH:12][CH:13]=[CH:14][CH:15]=3)[N:10](C(=O)C(F)(F)F)[CH2:9]2)[CH2:5]1)(=[O:3])[CH3:2].Cl[S:24]([OH:27])(=O)=[O:25].C(N(CC)C(C)C)(C)C.[CH3:37][N:38]1[CH2:43][CH2:42][NH:41][CH2:40][CH2:39]1, predict the reaction product. The product is: [CH3:37][N:38]1[CH2:43][CH2:42][N:41]([S:24]([C:14]2[CH:15]=[C:16]3[C:6]4([CH2:7][CH2:8][N:4]([C:1](=[O:3])[CH3:2])[CH2:5]4)[CH2:9][NH:10][C:11]3=[CH:12][CH:13]=2)(=[O:27])=[O:25])[CH2:40][CH2:39]1. (7) Given the reactants [OH:1][CH2:2][C:3]1[C:8]([CH3:9])=[CH:7][CH:6]=[CH:5][C:4]=1[N:10]1[C:14](=[O:15])[N:13]([CH3:16])[N:12]=[N:11]1.[H-].[Na+].[Br:19][C:20]1[N:24]=[C:23](Cl)[S:22][N:21]=1.C(=O)(O)[O-].[Na+], predict the reaction product. The product is: [Br:19][C:20]1[N:24]=[C:23]([O:1][CH2:2][C:3]2[C:8]([CH3:9])=[CH:7][CH:6]=[CH:5][C:4]=2[N:10]2[C:14](=[O:15])[N:13]([CH3:16])[N:12]=[N:11]2)[S:22][N:21]=1. (8) Given the reactants Br[C:2]1[CH:3]=[C:4]2[C:8](=[CH:9][C:10]=1[F:11])[N:7]([CH:12]1[CH2:17][CH2:16][N:15]([C:18]3[N:23]=[CH:22][C:21]([CH2:24][CH3:25])=[CH:20][N:19]=3)[CH2:14][CH2:13]1)[N:6]=[CH:5]2.CC1(C)C(C)(C)OB([C:34]2[CH:39]=[CH:38][C:37]([S:40]([CH3:43])(=[O:42])=[O:41])=[CH:36][CH:35]=2)O1, predict the reaction product. The product is: [CH2:24]([C:21]1[CH:22]=[N:23][C:18]([N:15]2[CH2:14][CH2:13][CH:12]([N:7]3[C:8]4[C:4](=[CH:3][C:2]([C:34]5[CH:39]=[CH:38][C:37]([S:40]([CH3:43])(=[O:42])=[O:41])=[CH:36][CH:35]=5)=[C:10]([F:11])[CH:9]=4)[CH:5]=[N:6]3)[CH2:17][CH2:16]2)=[N:19][CH:20]=1)[CH3:25]. (9) Given the reactants [Cl:1][C:2]1[CH:3]=[C:4]([NH2:20])[C:5]([NH2:19])=[CH:6][C:7]=1[C:8]1[CH:13]=[CH:12][C:11]([C:14]([F:17])([F:16])[F:15])=[CH:10][C:9]=1[Cl:18].[F:21][C:22]([F:33])([F:32])[C:23]([F:31])([F:30])[C:24]([F:29])([F:28])[C:25](O)=O.C(=O)([O-])[O-].[Na+].[Na+], predict the reaction product. The product is: [Cl:1][C:2]1[C:7]([C:8]2[CH:13]=[CH:12][C:11]([C:14]([F:17])([F:15])[F:16])=[CH:10][C:9]=2[Cl:18])=[CH:6][C:5]2[NH:19][C:25]([C:24]([F:28])([F:29])[C:23]([F:30])([F:31])[C:22]([F:33])([F:32])[F:21])=[N:20][C:4]=2[CH:3]=1. (10) Given the reactants [C:1]1(=[O:14])[C:6]2[CH:7]=[C:8]3[N:13]([C:5]=2[CH:4]=[CH:3][NH:2]1)[CH2:12][CH2:11][CH2:10][CH2:9]3.Br[C:16]1[N:23]=[CH:22][CH:21]=[C:20]([Cl:24])[C:17]=1[CH:18]=[O:19].COC1C2C(=C3C(=CC=2)C(OC)=CC=N3)N=CC=1.C([O-])([O-])=O.[K+].[K+], predict the reaction product. The product is: [Cl:24][C:20]1[C:17]([CH:18]=[O:19])=[C:16]([N:2]2[CH:3]=[CH:4][C:5]3[N:13]4[C:8]([CH2:9][CH2:10][CH2:11][CH2:12]4)=[CH:7][C:6]=3[C:1]2=[O:14])[N:23]=[CH:22][CH:21]=1.